Dataset: Forward reaction prediction with 1.9M reactions from USPTO patents (1976-2016). Task: Predict the product of the given reaction. (1) Given the reactants [F:1][C:2]1[CH:10]=[C:9]2[C:5]([C:6]([C:11]([CH3:15])([CH3:14])[C:12]#[N:13])=[CH:7][NH:8]2)=[CH:4][CH:3]=1.[H-].[Al+3].[Li+].[H-].[H-].[H-], predict the reaction product. The product is: [F:1][C:2]1[CH:10]=[C:9]2[C:5]([C:6]([C:11]([CH3:15])([CH3:14])[CH2:12][NH2:13])=[CH:7][NH:8]2)=[CH:4][CH:3]=1. (2) Given the reactants C[O:2][C:3](=[O:25])[CH2:4][CH2:5][N:6]1[CH2:11][CH2:10][N:9]([C:12]2[CH:17]=[CH:16][C:15]([NH:18][C:19]3[CH:24]=[CH:23][CH:22]=[CH:21][CH:20]=3)=[CH:14][CH:13]=2)[CH2:8][CH2:7]1.[OH-].[Na+:27], predict the reaction product. The product is: [Na+:27].[C:19]1([NH:18][C:15]2[CH:14]=[CH:13][C:12]([N:9]3[CH2:8][CH2:7][N:6]([CH2:5][CH2:4][C:3]([O-:25])=[O:2])[CH2:11][CH2:10]3)=[CH:17][CH:16]=2)[CH:20]=[CH:21][CH:22]=[CH:23][CH:24]=1. (3) Given the reactants [C:1]([N:4]1[CH:8]=[C:7]([C:9]([O:11][CH3:12])=[O:10])[CH2:6][C@H:5]1[C:13]([O:15][C:16]([CH3:19])([CH3:18])[CH3:17])=[O:14])(=[O:3])[CH3:2], predict the reaction product. The product is: [C:1]([N:4]1[CH2:8][C@@H:7]([C:9]([O:11][CH3:12])=[O:10])[CH2:6][C@H:5]1[C:13]([O:15][C:16]([CH3:19])([CH3:18])[CH3:17])=[O:14])(=[O:3])[CH3:2].